This data is from Peptide-MHC class I binding affinity with 185,985 pairs from IEDB/IMGT. The task is: Regression. Given a peptide amino acid sequence and an MHC pseudo amino acid sequence, predict their binding affinity value. This is MHC class I binding data. (1) The peptide sequence is NLFEIEWEE. The MHC is HLA-A80:01 with pseudo-sequence HLA-A80:01. The binding affinity (normalized) is 0.0847. (2) The peptide sequence is KEKDMTKEF. The MHC is HLA-A02:06 with pseudo-sequence HLA-A02:06. The binding affinity (normalized) is 0.0847. (3) The peptide sequence is NIADAARHY. The MHC is HLA-A11:01 with pseudo-sequence HLA-A11:01. The binding affinity (normalized) is 0.137.